This data is from Peptide-MHC class I binding affinity with 185,985 pairs from IEDB/IMGT. The task is: Regression. Given a peptide amino acid sequence and an MHC pseudo amino acid sequence, predict their binding affinity value. This is MHC class I binding data. The peptide sequence is VTDTNKFDNY. The MHC is HLA-A24:02 with pseudo-sequence HLA-A24:02. The binding affinity (normalized) is 0.